This data is from Catalyst prediction with 721,799 reactions and 888 catalyst types from USPTO. The task is: Predict which catalyst facilitates the given reaction. (1) Reactant: [NH2:1][C:2]([NH:4][C:5]1[S:6][C:7]([Br:14])=[CH:8][C:9]=1[C:10]([O:12]C)=O)=[O:3].C[Al](C)C.[NH2:19][C@H:20]1[CH2:26][CH2:25][CH2:24][CH2:23][N:22]([C:27]([O:29][C:30]([CH3:33])([CH3:32])[CH3:31])=[O:28])[CH2:21]1.[C@H](O)(C([O-])=O)[C@@H](O)C([O-])=O.[Na+].[K+]. Product: [NH2:1][C:2]([NH:4][C:5]1[S:6][C:7]([Br:14])=[CH:8][C:9]=1[C:10]([NH:19][C@H:20]1[CH2:26][CH2:25][CH2:24][CH2:23][N:22]([C:27]([O:29][C:30]([CH3:33])([CH3:32])[CH3:31])=[O:28])[CH2:21]1)=[O:12])=[O:3]. The catalyst class is: 1. (2) Reactant: ClC1N=CC(C2N=CN(CCCC[N:17]3[C:25](=[O:26])[C:24]4[C:19](=[CH:20][CH:21]=[CH:22][CH:23]=4)[C:18]3=[O:27])C=2)=CC=1.N1C=C(C2C=CC(Cl)=NC=2)N=C1.C(=O)([O-])[O-].[K+].[K+].BrCCCCN1C(=O)C2=CC=CC=C2C1=O. Product: [C:18]1(=[O:27])[C:19]2[C:24](=[CH:23][CH:22]=[CH:21][CH:20]=2)[C:25](=[O:26])[NH:17]1. The catalyst class is: 3. (3) Reactant: O1CCOCC1.[F:7][C:8]([F:45])([F:44])[C:9]1[CH:10]=[C:11]([C@H:19]2[O:23][C:22](=[O:24])[N:21]([CH2:25][C:26]3[C:31](B4OC(C)(C)C(C)(C)O4)=[CH:30][N:29]=[C:28]([S:41][CH3:42])[N:27]=3)[C@H:20]2[CH3:43])[CH:12]=[C:13]([C:15]([F:18])([F:17])[F:16])[CH:14]=1.Br[C:47]1[C:48]([O:54][CH3:55])=[N:49][CH:50]=[C:51]([Cl:53])[CH:52]=1.[O-]P([O-])([O-])=O.[K+].[K+].[K+]. Product: [F:17][C:15]([F:16])([F:18])[C:13]1[CH:12]=[C:11]([C@H:19]2[O:23][C:22](=[O:24])[N:21]([CH2:25][C:26]3[C:31]([C:47]4[C:48]([O:54][CH3:55])=[N:49][CH:50]=[C:51]([Cl:53])[CH:52]=4)=[CH:30][N:29]=[C:28]([S:41][CH3:42])[N:27]=3)[C@H:20]2[CH3:43])[CH:10]=[C:9]([C:8]([F:7])([F:44])[F:45])[CH:14]=1. The catalyst class is: 790. (4) Reactant: [Cl:1][C:2]1[CH:7]=[CH:6][C:5]([S:8]([NH:11][CH2:12][C:13]2[CH:22]=[CH:21][C:16]([C:17]([O:19][CH3:20])=[O:18])=[CH:15][CH:14]=2)(=[O:10])=[O:9])=[CH:4][CH:3]=1.C([O-])([O-])=O.[K+].[K+].[F:29][C:30]1[CH:37]=[CH:36][CH:35]=[CH:34][C:31]=1[CH2:32]Br. Product: [Cl:1][C:2]1[CH:7]=[CH:6][C:5]([S:8]([N:11]([CH2:12][C:13]2[CH:14]=[CH:15][C:16]([C:17]([O:19][CH3:20])=[O:18])=[CH:21][CH:22]=2)[CH2:32][C:31]2[CH:34]=[CH:35][CH:36]=[CH:37][C:30]=2[F:29])(=[O:10])=[O:9])=[CH:4][CH:3]=1. The catalyst class is: 3. (5) Reactant: [F:1][C:2]([C:4]1[CH:9]=[CH:8][CH:7]=[CH:6][C:5]=1[CH2:10][C:11]([O:13]C)=[O:12])=[CH2:3].[Li+].[OH-].O. Product: [F:1][C:2]([C:4]1[CH:9]=[CH:8][CH:7]=[CH:6][C:5]=1[CH2:10][C:11]([OH:13])=[O:12])=[CH2:3]. The catalyst class is: 90. (6) Reactant: [NH:1]1[CH2:5][CH2:4][CH2:3][CH2:2]1.C(O[BH-](OC(=O)C)OC(=O)C)(=O)C.[Na+].[Br:20][C:21]1[CH:28]=[C:27]([F:29])[C:24]([CH:25]=O)=[C:23]([F:30])[CH:22]=1.O. Product: [Br:20][C:21]1[CH:28]=[C:27]([F:29])[C:24]([CH2:25][N:1]2[CH2:5][CH2:4][CH2:3][CH2:2]2)=[C:23]([F:30])[CH:22]=1. The catalyst class is: 4. (7) Reactant: [N+:1]([C:4]1[CH:19]=[CH:18][C:7]([C:8]([NH:10][CH2:11][CH2:12][C:13]([O:15][CH2:16][CH3:17])=[O:14])=[O:9])=[CH:6][CH:5]=1)([O-])=O.O1CCCC1. Product: [NH2:1][C:4]1[CH:5]=[CH:6][C:7]([C:8]([NH:10][CH2:11][CH2:12][C:13]([O:15][CH2:16][CH3:17])=[O:14])=[O:9])=[CH:18][CH:19]=1. The catalyst class is: 349. (8) Reactant: [CH3:1][S:2]([C:5]1[CH:6]=[CH:7][C:8]([N:15]2[CH2:20][CH2:19][O:18][CH2:17][CH2:16]2)=[C:9]([CH:14]=1)[C:10](OC)=[O:11])(=[O:4])=[O:3].[H-].[Al+3].[Li+].[H-].[H-].[H-].Cl. Product: [CH3:1][S:2]([C:5]1[CH:6]=[CH:7][C:8]([N:15]2[CH2:20][CH2:19][O:18][CH2:17][CH2:16]2)=[C:9]([CH:14]=1)[CH2:10][OH:11])(=[O:3])=[O:4]. The catalyst class is: 7. (9) Reactant: [CH2:1]1[NH:6][C@@H:5]([CH2:7][OH:8])[CH2:4][N:3]2[CH2:9][CH2:10][NH:11][CH2:12][CH:2]12.C([O-])([O-])=O.[K+].[K+].[F:19][C:20]([F:54])([F:53])[C:21]1[CH:22]=[C:23]([C:31]([CH3:52])([CH3:51])[C:32]([N:34]([C:36]2[CH:37]=[N:38][C:39](Cl)=[CH:40][C:41]=2[C:42]2[CH:47]=[CH:46][C:45]([F:48])=[CH:44][C:43]=2[CH3:49])[CH3:35])=[O:33])[CH:24]=[C:25]([C:27]([F:30])([F:29])[F:28])[CH:26]=1. Product: [F:30][C:27]([F:28])([F:29])[C:25]1[CH:24]=[C:23]([C:31]([CH3:52])([CH3:51])[C:32]([N:34]([C:36]2[CH:37]=[N:38][C:39]([N:11]3[CH2:10][CH2:9][N:3]4[CH2:4][C@H:5]([CH2:7][OH:8])[NH:6][CH2:1][CH:2]4[CH2:12]3)=[CH:40][C:41]=2[C:42]2[CH:47]=[CH:46][C:45]([F:48])=[CH:44][C:43]=2[CH3:49])[CH3:35])=[O:33])[CH:22]=[C:21]([C:20]([F:54])([F:19])[F:53])[CH:26]=1. The catalyst class is: 16.